Dataset: Full USPTO retrosynthesis dataset with 1.9M reactions from patents (1976-2016). Task: Predict the reactants needed to synthesize the given product. (1) Given the product [CH:1]1([CH2:6][CH:7]([N:11]2[C:19]3[C:14](=[CH:15][C:16]([O:20][C:21]([F:22])([F:24])[F:23])=[CH:17][CH:18]=3)[C:13](=[O:25])[C:12]2=[O:26])[C:8]([NH:33][C:30]2[CH:31]=[CH:32][N:28]([CH3:27])[N:29]=2)=[O:10])[CH2:2][CH2:3][CH2:4][CH2:5]1, predict the reactants needed to synthesize it. The reactants are: [CH:1]1([CH2:6][CH:7]([N:11]2[C:19]3[C:14](=[CH:15][C:16]([O:20][C:21]([F:24])([F:23])[F:22])=[CH:17][CH:18]=3)[C:13](=[O:25])[C:12]2=[O:26])[C:8]([OH:10])=O)[CH2:5][CH2:4][CH2:3][CH2:2]1.[CH3:27][N:28]1[CH:32]=[CH:31][C:30]([NH2:33])=[N:29]1.C(N(CC)C(C)C)(C)C.F[P-](F)(F)(F)(F)F.N1(O[P+](N(C)C)(N(C)C)N(C)C)C2C=CC=CC=2N=N1. (2) Given the product [CH3:1][NH:2][S:3]([CH2:6][CH2:7][C:8]1[CH:9]=[C:10]2[C:14](=[CH:15][CH:16]=1)[NH:13][CH:12]=[C:11]2[C:21]1[CH2:22][CH2:23][N:18]([CH3:17])[CH2:19][CH:20]=1)(=[O:5])=[O:4], predict the reactants needed to synthesize it. The reactants are: [CH3:1][NH:2][S:3]([CH2:6][CH2:7][C:8]1[CH:9]=[C:10]2[C:14](=[CH:15][CH:16]=1)[NH:13][CH:12]=[CH:11]2)(=[O:5])=[O:4].[CH3:17][N:18]1[CH2:23][CH2:22][C:21](=O)[CH2:20][CH2:19]1.[OH-].[K+].O. (3) Given the product [Br:1][C:2]1[CH:7]=[C:6]([NH:22][CH:20]([CH3:21])[CH3:19])[C:5]([N+:9]([O-:11])=[O:10])=[CH:4][N:3]=1, predict the reactants needed to synthesize it. The reactants are: [Br:1][C:2]1[CH:7]=[C:6](Br)[C:5]([N+:9]([O-:11])=[O:10])=[CH:4][N:3]=1.C(N(CC)CC)C.[CH3:19][CH:20]([NH2:22])[CH3:21]. (4) Given the product [Cl:1][C:2]1[C:10]([CH3:11])=[CH:9][CH:8]=[CH:7][C:3]=1[C:4]([NH:21][CH2:20][CH:19]([C:16]1[CH:17]=[CH:18][C:13]([Cl:12])=[CH:14][CH:15]=1)[N:22]1[CH2:27][CH2:26][O:25][CH2:24][CH2:23]1)=[O:6], predict the reactants needed to synthesize it. The reactants are: [Cl:1][C:2]1[C:10]([CH3:11])=[CH:9][CH:8]=[CH:7][C:3]=1[C:4]([OH:6])=O.[Cl:12][C:13]1[CH:18]=[CH:17][C:16]([CH:19]([N:22]2[CH2:27][CH2:26][O:25][CH2:24][CH2:23]2)[CH2:20][NH2:21])=[CH:15][CH:14]=1. (5) Given the product [CH3:4][C:2]([C:5]1[CH:10]=[C:9]([CH2:11][OH:12])[CH:8]=[CH:7][C:6]=1[C:15]1[CH:20]=[CH:19][CH:18]=[C:17]([O:21][CH3:22])[CH:16]=1)([CH3:1])[CH3:3], predict the reactants needed to synthesize it. The reactants are: [CH3:1][C:2]([C:5]1[CH:10]=[C:9]([C:11](OC)=[O:12])[CH:8]=[CH:7][C:6]=1[C:15]1[CH:20]=[CH:19][CH:18]=[C:17]([O:21][CH3:22])[CH:16]=1)([CH3:4])[CH3:3].[H-].[H-].[H-].[H-].[Li+].[Al+3].[OH-].[Na+]. (6) Given the product [Br:1][C:2]1[CH:7]=[CH:6][C:5]([C:8]([O:23][CH3:25])([CH3:22])[C:9]([N:10]2[CH2:16][C:15]3([CH3:18])[CH2:17][CH:11]2[CH2:12][C:13]([CH3:19])([CH3:20])[CH2:14]3)=[O:21])=[C:4]([F:24])[CH:3]=1, predict the reactants needed to synthesize it. The reactants are: [Br:1][C:2]1[CH:7]=[CH:6][C:5]([C:8]([OH:23])([CH3:22])[C:9](=[O:21])[N:10]2[CH2:16][C:15]3([CH3:18])[CH2:17][CH:11]2[CH2:12][C:13]([CH3:20])([CH3:19])[CH2:14]3)=[C:4]([F:24])[CH:3]=1.[CH3:25]N(C)C=O.[H-].[Na+].CI. (7) The reactants are: Cl[C:2]1[C:11](=[O:12])[C:10]2[C:5](=[CH:6][CH:7]=[CH:8][CH:9]=2)/[C:4](=[N:13]/[S:14]([C:17]2[CH:22]=[CH:21][C:20]([C:23]3[CH:28]=[CH:27][CH:26]=[CH:25][CH:24]=3)=[CH:19][CH:18]=2)(=[O:16])=[O:15])/[CH:3]=1.[CH3:29][N:30]1[C:34]([SH:35])=[N:33][N:32]=[N:31]1.N1C=CC=CC=1. Given the product [CH3:29][N:30]1[C:34]([S:35][C:2]2[C:11](=[O:12])[C:10]3[C:5](=[CH:6][CH:7]=[CH:8][CH:9]=3)/[C:4](=[N:13]/[S:14]([C:17]3[CH:22]=[CH:21][C:20]([C:23]4[CH:28]=[CH:27][CH:26]=[CH:25][CH:24]=4)=[CH:19][CH:18]=3)(=[O:16])=[O:15])/[CH:3]=2)=[N:33][N:32]=[N:31]1, predict the reactants needed to synthesize it.